Dataset: Reaction yield outcomes from USPTO patents with 853,638 reactions. Task: Predict the reaction yield, written as a fraction of the theoretical maximum amount of product (1.0 means a 100% yield; for example, 0.34 means a 34% yield). (1) The reactants are [CH3:1][O:2][CH2:3][CH2:4][O:5][C:6]1[C:7]([N+:19]([O-])=O)=[N:8][CH:9]=[C:10]([O:12][C:13]2[CH:18]=[CH:17][CH:16]=[CH:15][CH:14]=2)[CH:11]=1.O. The catalyst is C(O)(=O)C.[Zn]. The product is [CH3:1][O:2][CH2:3][CH2:4][O:5][C:6]1[C:7]([NH2:19])=[N:8][CH:9]=[C:10]([O:12][C:13]2[CH:18]=[CH:17][CH:16]=[CH:15][CH:14]=2)[CH:11]=1. The yield is 0.760. (2) The reactants are [H-].[Na+:2].[C:3]([O:9][CH2:10][CH3:11])(=[O:8])[CH2:4][C:5]([CH3:7])=O.Cl[CH2:13][C:14](=[O:20])[CH2:15][C:16]([O:18][CH3:19])=[O:17]. The catalyst is C1COCC1. The product is [CH2:10]([O:9][C:3]([C:4]1[CH2:13][C:14]([O-:20])=[C:15]([C:16]([O:18][CH3:19])=[O:17])[C:5]=1[CH3:7])=[O:8])[CH3:11].[Na+:2]. The yield is 0.980. (3) The reactants are C([O:8][N:9]1[C:13]([C:14]2[CH:15]=[C:16]3[C:21](=[CH:22][C:23]=2[C:24]([F:27])([F:26])[F:25])[NH:20][C:19](=[O:28])[N:18]([NH:29][S:30]([CH3:33])(=[O:32])=[O:31])[C:17]3=[O:34])=[CH:12][CH:11]=[N:10]1)C1C=CC=CC=1. The catalyst is CO.[Pd]. The product is [OH:8][N:9]1[C:13]([C:14]2[CH:15]=[C:16]3[C:21](=[CH:22][C:23]=2[C:24]([F:27])([F:25])[F:26])[NH:20][C:19](=[O:28])[N:18]([NH:29][S:30]([CH3:33])(=[O:32])=[O:31])[C:17]3=[O:34])=[CH:12][CH:11]=[N:10]1. The yield is 0.810. (4) The reactants are [C:1]1([C:7]2[CH:8]=[N:9][C:10]3[C:15]([C:16]=2C2C=C(O)C=CC=2)=[CH:14][CH:13]=[CH:12][C:11]=3[C:24]([F:27])([F:26])[F:25])[CH:6]=[CH:5][CH:4]=[CH:3][CH:2]=1.[C:28](=[O:31])([O-])[O-].[K+].[K+].[CH2:34]([O:36][C:37](=[O:47])[CH2:38][C:39]1[CH:44]=[CH:43][C:42]([CH2:45]Br)=[CH:41][CH:40]=1)[CH3:35].Cl. The catalyst is CN(C=O)C. The product is [CH2:34]([O:36][C:37](=[O:47])[CH2:38][C:39]1[CH:44]=[CH:43][C:42]([CH2:45][O:31][C:28]2[CH:5]=[CH:6][CH:1]=[C:2]([C:8]3[C:7]([C:1]4[CH:2]=[CH:3][CH:4]=[CH:5][CH:6]=4)=[CH:16][C:15]4[C:10](=[C:11]([C:24]([F:27])([F:26])[F:25])[CH:12]=[CH:13][CH:14]=4)[N:9]=3)[CH:3]=2)=[CH:41][CH:40]=1)[CH3:35]. The yield is 0.370.